The task is: Predict which catalyst facilitates the given reaction.. This data is from Catalyst prediction with 721,799 reactions and 888 catalyst types from USPTO. (1) The catalyst class is: 14. Product: [Cl:1][C:2]1[N:7]=[C:6]([NH:9][CH:10]2[C:14]3([CH2:18][CH2:17][CH2:16][CH2:15]3)[CH2:13][N:12]([C:19]([O:21][C:22]([CH3:25])([CH3:24])[CH3:23])=[O:20])[CH2:11]2)[CH:5]=[CH:4][N:3]=1. Reactant: [Cl:1][C:2]1[N:7]=[C:6](Cl)[CH:5]=[CH:4][N:3]=1.[NH2:9][CH:10]1[C:14]2([CH2:18][CH2:17][CH2:16][CH2:15]2)[CH2:13][N:12]([C:19]([O:21][C:22]([CH3:25])([CH3:24])[CH3:23])=[O:20])[CH2:11]1.CCN(CC)CC. (2) Reactant: [F:1][C:2]1([CH3:19])[C@@:6]([OH:8])([CH3:7])[CH:5]([CH2:9][OH:10])[O:4][C@H:3]1[N:11]1[CH:16]=[CH:15][C:14](=[O:17])[NH:13][C:12]1=[O:18].[C:20](Cl)(=[O:25])[CH2:21][CH2:22][CH2:23][CH3:24].O. Product: [C:20]([O:10][CH2:9][C@@H:5]1[C:6]([OH:8])([CH3:7])[C@:2]([F:1])([CH3:19])[CH:3]([N:11]2[CH:16]=[CH:15][C:14](=[O:17])[NH:13][C:12]2=[O:18])[O:4]1)(=[O:25])[CH2:21][CH2:22][CH2:23][CH3:24]. The catalyst class is: 4. (3) Reactant: [CH2:1]([O:8][C:9]1[CH:14]=[CH:13][C:12]([C:15]2[S:16][C:17]3[CH:23]=[CH:22][CH:21]=[CH:20][C:18]=3[N:19]=2)=[CH:11][CH:10]=1)[CH2:2][CH2:3][CH2:4][CH2:5][CH2:6][CH3:7].[Br:24]Br. Product: [Br:24][C:22]1[CH:21]=[CH:20][C:18]2[N:19]=[C:15]([C:12]3[CH:13]=[CH:14][C:9]([O:8][CH2:1][CH2:2][CH2:3][CH2:4][CH2:5][CH2:6][CH3:7])=[CH:10][CH:11]=3)[S:16][C:17]=2[CH:23]=1. The catalyst class is: 15. (4) Reactant: [Cl:1][C:2]1[CH:3]=[C:4]([C:9]2[C:10]([NH2:16])=[CH:11][CH:12]=[C:13]([F:15])[CH:14]=2)[CH:5]=[CH:6][C:7]=1[Cl:8].[F:17][CH:18]([F:28])[C:19]1[C:23]([C:24](Cl)=[O:25])=[CH:22][N:21]([CH3:27])[N:20]=1.C(N(CC)CC)C. Product: [Cl:1][C:2]1[CH:3]=[C:4]([C:9]2[CH:14]=[C:13]([F:15])[CH:12]=[CH:11][C:10]=2[NH:16][C:24]([C:23]2[C:19]([CH:18]([F:28])[F:17])=[N:20][N:21]([CH3:27])[CH:22]=2)=[O:25])[CH:5]=[CH:6][C:7]=1[Cl:8]. The catalyst class is: 1. (5) Reactant: [CH3:1][NH:2][C:3]1[C:4]([NH2:12])=[CH:5][C:6]([N+:9]([O-:11])=[O:10])=[CH:7][CH:8]=1.[N-:13]=[C:14]=S.[Br-].[OH-].[Na+]. Product: [CH3:1][N:2]1[C:3]2[CH:8]=[CH:7][C:6]([N+:9]([O-:11])=[O:10])=[CH:5][C:4]=2[N:12]=[C:14]1[NH2:13]. The catalyst class is: 5.